Dataset: Reaction yield outcomes from USPTO patents with 853,638 reactions. Task: Predict the reaction yield, written as a fraction of the theoretical maximum amount of product (1.0 means a 100% yield; for example, 0.34 means a 34% yield). The catalyst is CC#N. The reactants are Cl.Cl.[NH2:3][CH:4]([C:7]1[CH:8]=[N:9][CH:10]=[CH:11][CH:12]=1)[CH2:5][OH:6].C([O-])([O-])=O.[K+].[K+].[Br:19][C:20]1[CH:21]=[C:22]([CH:27]=[CH:28][C:29]=1[CH2:30]Br)[C:23]([O:25][CH3:26])=[O:24]. The yield is 0.430. The product is [Br:19][C:20]1[CH:21]=[C:22]([CH:27]=[CH:28][C:29]=1[CH2:30][NH:3][CH:4]([C:7]1[CH:8]=[N:9][CH:10]=[CH:11][CH:12]=1)[CH2:5][OH:6])[C:23]([O:25][CH3:26])=[O:24].